This data is from NCI-60 drug combinations with 297,098 pairs across 59 cell lines. The task is: Regression. Given two drug SMILES strings and cell line genomic features, predict the synergy score measuring deviation from expected non-interaction effect. (1) Drug 1: CN(CCCl)CCCl.Cl. Drug 2: CC(C)CN1C=NC2=C1C3=CC=CC=C3N=C2N. Cell line: OVCAR-8. Synergy scores: CSS=13.4, Synergy_ZIP=-3.53, Synergy_Bliss=-2.03, Synergy_Loewe=-1.88, Synergy_HSA=-2.05. (2) Drug 1: CNC(=O)C1=CC=CC=C1SC2=CC3=C(C=C2)C(=NN3)C=CC4=CC=CC=N4. Drug 2: C1C(C(OC1N2C=NC(=NC2=O)N)CO)O. Cell line: HCT116. Synergy scores: CSS=33.8, Synergy_ZIP=-8.02, Synergy_Bliss=-4.01, Synergy_Loewe=-7.06, Synergy_HSA=-0.134. (3) Drug 1: CCC1=C2CN3C(=CC4=C(C3=O)COC(=O)C4(CC)O)C2=NC5=C1C=C(C=C5)O. Drug 2: C1C(C(OC1N2C=NC(=NC2=O)N)CO)O. Cell line: SN12C. Synergy scores: CSS=18.4, Synergy_ZIP=-1.09, Synergy_Bliss=2.77, Synergy_Loewe=1.88, Synergy_HSA=2.20. (4) Drug 1: C1CN1C2=NC(=NC(=N2)N3CC3)N4CC4. Drug 2: CC1OCC2C(O1)C(C(C(O2)OC3C4COC(=O)C4C(C5=CC6=C(C=C35)OCO6)C7=CC(=C(C(=C7)OC)O)OC)O)O. Cell line: DU-145. Synergy scores: CSS=70.3, Synergy_ZIP=-0.780, Synergy_Bliss=-1.85, Synergy_Loewe=2.43, Synergy_HSA=5.20. (5) Drug 1: CC1C(C(=O)NC(C(=O)N2CCCC2C(=O)N(CC(=O)N(C(C(=O)O1)C(C)C)C)C)C(C)C)NC(=O)C3=C4C(=C(C=C3)C)OC5=C(C(=O)C(=C(C5=N4)C(=O)NC6C(OC(=O)C(N(C(=O)CN(C(=O)C7CCCN7C(=O)C(NC6=O)C(C)C)C)C)C(C)C)C)N)C. Drug 2: CC1=C2C(C(=O)C3(C(CC4C(C3C(C(C2(C)C)(CC1OC(=O)C(C(C5=CC=CC=C5)NC(=O)C6=CC=CC=C6)O)O)OC(=O)C7=CC=CC=C7)(CO4)OC(=O)C)O)C)OC(=O)C. Cell line: MDA-MB-435. Synergy scores: CSS=11.8, Synergy_ZIP=-0.504, Synergy_Bliss=1.84, Synergy_Loewe=-14.8, Synergy_HSA=1.65.